Task: Predict which catalyst facilitates the given reaction.. Dataset: Catalyst prediction with 721,799 reactions and 888 catalyst types from USPTO (1) Reactant: [NH2:1][C@:2]12[CH2:38][CH2:37][C@@H:36]([C:39]([CH3:41])=[CH2:40])[C@@H:3]1[C@@H:4]1[C@@:17]([CH3:20])([CH2:18][CH2:19]2)[C@@:16]2([CH3:21])[C@@H:7]([C@:8]3([CH3:35])[C@@H:13]([CH2:14][CH2:15]2)[C:12]([CH3:23])([CH3:22])[C:11]([C:24]2[CH:33]=[CH:32][C:27]([C:28]([O:30][CH3:31])=[O:29])=[C:26]([F:34])[CH:25]=2)=[CH:10][CH2:9]3)[CH2:6][CH2:5]1.C(N(CC)CC)C.[C:49](O[C:49]([O:51][C:52]([CH3:55])([CH3:54])[CH3:53])=[O:50])([O:51][C:52]([CH3:55])([CH3:54])[CH3:53])=[O:50]. Product: [C:52]([O:51][C:49]([NH:1][C@:2]12[CH2:38][CH2:37][C@@H:36]([C:39]([CH3:41])=[CH2:40])[C@@H:3]1[C@@H:4]1[C@@:17]([CH3:20])([CH2:18][CH2:19]2)[C@@:16]2([CH3:21])[C@@H:7]([C@:8]3([CH3:35])[C@@H:13]([CH2:14][CH2:15]2)[C:12]([CH3:22])([CH3:23])[C:11]([C:24]2[CH:33]=[CH:32][C:27]([C:28]([O:30][CH3:31])=[O:29])=[C:26]([F:34])[CH:25]=2)=[CH:10][CH2:9]3)[CH2:6][CH2:5]1)=[O:50])([CH3:55])([CH3:54])[CH3:53]. The catalyst class is: 1. (2) Reactant: [F:1][C:2]1[CH:50]=[CH:49][CH:48]=[C:47]([F:51])[C:3]=1[C:4]([NH:6][C:7]1[CH:12]=[C:11]([C:13]2[C:21]([C:22]3[CH:27]=[CH:26][N:25]=[C:24]([NH:28][C:29]4[CH:38]=[C:37]5[C:32]([CH2:33][CH2:34][N:35](C(=O)C(F)(F)F)[CH2:36]5)=[CH:31][CH:30]=4)[N:23]=3)=[C:16]3[CH:17]=[CH:18][CH:19]=[CH:20][N:15]3[N:14]=2)[CH:10]=[CH:9][C:8]=1[O:45][CH3:46])=[O:5].C1COCC1.[Li+].[OH-]. Product: [F:51][C:47]1[CH:48]=[CH:49][CH:50]=[C:2]([F:1])[C:3]=1[C:4]([NH:6][C:7]1[CH:12]=[C:11]([C:13]2[C:21]([C:22]3[CH:27]=[CH:26][N:25]=[C:24]([NH:28][C:29]4[CH:38]=[C:37]5[C:32]([CH2:33][CH2:34][NH:35][CH2:36]5)=[CH:31][CH:30]=4)[N:23]=3)=[C:16]3[CH:17]=[CH:18][CH:19]=[CH:20][N:15]3[N:14]=2)[CH:10]=[CH:9][C:8]=1[O:45][CH3:46])=[O:5]. The catalyst class is: 6. (3) The catalyst class is: 5. Reactant: [C:1]([O:5][C:6]([N:8]1[CH2:13][CH:12]([OH:14])[CH2:11][CH:10]([C:15]([OH:17])=[O:16])[CH2:9]1)=[O:7])([CH3:4])([CH3:3])[CH3:2].[C:18]1(C)C=CC=CC=1.C[Si](C=[N+]=[N-])(C)C. Product: [OH:14][CH:12]1[CH2:13][N:8]([C:6]([O:5][C:1]([CH3:4])([CH3:2])[CH3:3])=[O:7])[CH2:9][CH:10]([C:15]([O:17][CH3:18])=[O:16])[CH2:11]1. (4) Product: [Cl:1][C:2]1[CH:3]=[C:4]([C:5]2[N:22]=[C:19]([CH3:20])[N:21]=[C:14]([OH:18])[C:15]=2[C:16]#[N:17])[CH:7]=[CH:8][C:9]=1[Cl:10]. The catalyst class is: 8. Reactant: [Cl:1][C:2]1[CH:3]=[C:4]([CH:7]=[CH:8][C:9]=1[Cl:10])[CH:5]=O.C(O[C:14](=[O:18])[CH2:15][C:16]#[N:17])C.[C:19]([NH2:22])(=[NH:21])[CH3:20].C(=O)([O-])[O-].[K+].[K+]. (5) Reactant: [F:1][C:2]1([F:22])[CH2:6][C@H:5]([CH2:7][OH:8])[N:4]([CH2:9][CH2:10][C:11]2[CH:20]=[CH:19][C:14]([C:15]([O:17][CH3:18])=[O:16])=[CH:13][CH:12]=2)[C:3]1=[O:21].FC1(F)C[C@H](CO)N(CCCCCCC(OC)=O)C1=O. Product: [F:22][C:2]1([F:1])[CH2:6][C@H:5]([CH:7]=[O:8])[N:4]([CH2:9][CH2:10][C:11]2[CH:20]=[CH:19][C:14]([C:15]([O:17][CH3:18])=[O:16])=[CH:13][CH:12]=2)[C:3]1=[O:21]. The catalyst class is: 98. (6) Reactant: [CH3:1][N:2]([CH3:6])[CH2:3][CH2:4][NH2:5].[CH2:7]([O:14][C:15](=[O:28])[C:16]1[CH:21]=[CH:20][C:19]([CH2:22]OS(C)(=O)=O)=[CH:18][CH:17]=1)[C:8]1[CH:13]=[CH:12][CH:11]=[CH:10][CH:9]=1.C(N(CC)CC)C.C(=O)([O-])O.[Na+]. Product: [CH2:7]([O:14][C:15](=[O:28])[C:16]1[CH:17]=[CH:18][C:19]([CH2:22][NH:5][CH2:4][CH2:3][N:2]([CH3:6])[CH3:1])=[CH:20][CH:21]=1)[C:8]1[CH:9]=[CH:10][CH:11]=[CH:12][CH:13]=1. The catalyst class is: 3. (7) The catalyst class is: 103. Product: [NH2:11][C:12]1[C:13]([CH3:21])=[C:14]([C:2]2[N:7]=[C:6]([NH2:8])[N:5]=[C:4]([NH:9][CH3:10])[CH:3]=2)[CH:15]=[CH:16][CH:17]=1. Reactant: Cl[C:2]1[N:7]=[C:6]([NH2:8])[N:5]=[C:4]([NH:9][CH3:10])[CH:3]=1.[NH2:11][C:12]1[C:13]([CH3:21])=[C:14](B(O)O)[CH:15]=[CH:16][CH:17]=1.C(=O)([O-])[O-].[Na+].[Na+].O1CCOCC1.